Dataset: Full USPTO retrosynthesis dataset with 1.9M reactions from patents (1976-2016). Task: Predict the reactants needed to synthesize the given product. (1) Given the product [CH2:1]([O:3][P:4]([CH2:22][C:17]1[CH:18]=[CH:19][C:20]2[C:15](=[CH:14][C:13]([C:24]([P:27]([O:31][CH2:32][CH3:33])([O:28][CH2:29][CH3:30])=[O:34])([F:26])[F:25])=[C:12]([Br:11])[CH:21]=2)[CH:16]=1)(=[O:8])[O:5][CH2:6][CH3:7])[CH3:2], predict the reactants needed to synthesize it. The reactants are: [CH2:1]([O:3][P:4]([O-:8])[O:5][CH2:6][CH3:7])[CH3:2].[H-].[Na+].[Br:11][C:12]1[C:13]([C:24]([P:27](=[O:34])([O:31][CH2:32][CH3:33])[O:28][CH2:29][CH3:30])([F:26])[F:25])=[CH:14][C:15]2[C:20]([CH:21]=1)=[CH:19][CH:18]=[C:17]([CH2:22]Br)[CH:16]=2. (2) Given the product [NH2:1][C:2]1[N:10]=[C:9]([O:11][CH2:12][CH2:13][CH2:14][CH3:15])[N:8]=[C:7]2[C:3]=1[NH:4][C:5](=[O:38])[N:6]2[CH2:16][CH2:17][CH2:18][N:19]([CH2:26][C:27]1[CH:28]=[C:29]([CH2:33][C:34]([O:36][CH3:37])=[O:35])[CH:30]=[CH:31][CH:32]=1)[CH:20]1[CH2:25][CH2:24][N:23]([CH2:47][CH2:48][OH:49])[CH2:22][CH2:21]1, predict the reactants needed to synthesize it. The reactants are: [NH2:1][C:2]1[N:10]=[C:9]([O:11][CH2:12][CH2:13][CH2:14][CH3:15])[N:8]=[C:7]2[C:3]=1[NH:4][C:5](=[O:38])[N:6]2[CH2:16][CH2:17][CH2:18][N:19]([CH2:26][C:27]1[CH:28]=[C:29]([CH2:33][C:34]([O:36][CH3:37])=[O:35])[CH:30]=[CH:31][CH:32]=1)[CH:20]1[CH2:25][CH2:24][NH:23][CH2:22][CH2:21]1.C(N(CC)CC)C.Br[CH2:47][CH2:48][OH:49]. (3) Given the product [CH3:1][C@H:2]1[CH2:3][CH2:4][C@H:5]([C:8]([N:10]([CH2:25][CH2:24][O:23][CH3:22])[C:11]2[CH:15]=[CH:14][S:13][C:12]=2[C:16]([O:18][CH3:19])=[O:17])=[O:9])[CH2:6][CH2:7]1, predict the reactants needed to synthesize it. The reactants are: [CH3:1][C@H:2]1[CH2:7][CH2:6][C@H:5]([C:8]([NH:10][C:11]2[CH:15]=[CH:14][S:13][C:12]=2[C:16]([O:18][CH3:19])=[O:17])=[O:9])[CH2:4][CH2:3]1.[H-].[Na+].[CH3:22][O:23][CH2:24][CH2:25]Br. (4) The reactants are: Cl[C:2]1[N:7]=[CH:6][C:5]([S:8]([N:11]2[CH2:20][CH2:19][C:18]3[C@:13]([CH2:31][O:32][CH2:33][CH3:34])([CH2:14][C:15]4[CH:23]=[N:22][N:21]([C:24]5[CH:29]=[CH:28][C:27]([F:30])=[CH:26][CH:25]=5)[C:16]=4[CH:17]=3)[CH2:12]2)(=[O:10])=[O:9])=[CH:4][CH:3]=1.[NH:35]1[CH2:38][CH2:37][CH2:36]1. Given the product [N:35]1([C:2]2[N:7]=[CH:6][C:5]([S:8]([N:11]3[CH2:20][CH2:19][C:18]4[C@:13]([CH2:31][O:32][CH2:33][CH3:34])([CH2:14][C:15]5[CH:23]=[N:22][N:21]([C:24]6[CH:29]=[CH:28][C:27]([F:30])=[CH:26][CH:25]=6)[C:16]=5[CH:17]=4)[CH2:12]3)(=[O:10])=[O:9])=[CH:4][CH:3]=2)[CH2:38][CH2:37][CH2:36]1, predict the reactants needed to synthesize it. (5) Given the product [CH3:22][O:23][C:24]1[N:29]=[C:28]([C:30]([N:7]2[CH2:6][CH2:5][N:4]([C:8]([C:10]3[N:14]=[CH:13][N:12]([C:15]4[CH:16]=[C:17]([CH3:21])[CH:18]=[CH:19][CH:20]=4)[N:11]=3)=[O:9])[CH2:3][C@H:2]2[CH3:1])=[O:31])[CH:27]=[CH:26][CH:25]=1, predict the reactants needed to synthesize it. The reactants are: [CH3:1][C@H:2]1[NH:7][CH2:6][CH2:5][N:4]([C:8]([C:10]2[N:14]=[CH:13][N:12]([C:15]3[CH:16]=[C:17]([CH3:21])[CH:18]=[CH:19][CH:20]=3)[N:11]=2)=[O:9])[CH2:3]1.[CH3:22][O:23][C:24]1[N:29]=[C:28]([C:30](O)=[O:31])[CH:27]=[CH:26][CH:25]=1.CN(C(ON1N=NC2C=CC=CC1=2)=[N+](C)C)C.[B-](F)(F)(F)F.CCN(C(C)C)C(C)C. (6) The reactants are: I[C:2]1[C:10]2[C:5](=[N:6][CH:7]=[N:8][C:9]=2[NH2:11])[N:4]([CH:12]([C:14]2[CH:15]=[C:16]3[N:21]([C:22]=2[C:23]2[CH:27]=[CH:26][N:25]([CH2:28][CH2:29][N:30]([CH2:41][CH2:42][O:43][Si](C)(C)C(C)(C)C)[CH2:31][CH2:32][O:33][Si](C)(C)C(C)(C)C)[N:24]=2)[CH:20]=[CH:19][CH:18]=[CH:17]3)[CH3:13])[N:3]=1.[F:51][C:52]1[CH:53]=[C:54](B(O)O)[CH:55]=[C:56]([OH:58])[CH:57]=1. Given the product [NH2:11][C:9]1[N:8]=[CH:7][N:6]=[C:5]2[N:4]([CH:12]([C:14]3[CH:15]=[C:16]4[N:21]([C:22]=3[C:23]3[CH:27]=[CH:26][N:25]([CH2:28][CH2:29][N:30]([CH2:31][CH2:32][OH:33])[CH2:41][CH2:42][OH:43])[N:24]=3)[CH:20]=[CH:19][CH:18]=[CH:17]4)[CH3:13])[N:3]=[C:2]([C:54]3[CH:55]=[C:56]([OH:58])[CH:57]=[C:52]([F:51])[CH:53]=3)[C:10]=12, predict the reactants needed to synthesize it. (7) The reactants are: C(=O)([O-])[O-].[Na+].[Na+].CC1(C)C(C)(C)OB([C:15]2[CH:23]=[CH:22][C:18]3=[N:19][O:20][N:21]=[C:17]3[CH:16]=2)O1.[NH2:25][C:26]1[C:31]([F:32])=[C:30](Cl)[N:29]=[C:28]([C:34]([O:36][CH3:37])=[O:35])[C:27]=1[Cl:38].C(#N)C. Given the product [NH2:25][C:26]1[C:31]([F:32])=[C:30]([C:15]2[CH:23]=[CH:22][C:18]3=[N:19][O:20][N:21]=[C:17]3[CH:16]=2)[N:29]=[C:28]([C:34]([O:36][CH3:37])=[O:35])[C:27]=1[Cl:38], predict the reactants needed to synthesize it.